Dataset: Reaction yield outcomes from USPTO patents with 853,638 reactions. Task: Predict the reaction yield, written as a fraction of the theoretical maximum amount of product (1.0 means a 100% yield; for example, 0.34 means a 34% yield). The catalyst is ClCCl.CO. The yield is 0.220. The reactants are C[O:2][C:3]1[CH:22]=[CH:21][C:6]([CH:7]=[C:8]2[CH2:13][CH2:12][CH2:11][N:10]([C:14]([O:16][C:17]([CH3:20])([CH3:19])[CH3:18])=[O:15])[CH2:9]2)=[CH:5][C:4]=1[N+:23]([O-:25])=[O:24].B(Br)(Br)Br.O(C(OC(C)(C)C)=O)C(OC(C)(C)C)=O.C(N(CC)CC)C. The product is [OH:2][C:3]1[CH:22]=[CH:21][C:6]([CH:7]=[C:8]2[CH2:13][CH2:12][CH2:11][N:10]([C:14]([O:16][C:17]([CH3:20])([CH3:18])[CH3:19])=[O:15])[CH2:9]2)=[CH:5][C:4]=1[N+:23]([O-:25])=[O:24].